From a dataset of Catalyst prediction with 721,799 reactions and 888 catalyst types from USPTO. Predict which catalyst facilitates the given reaction. (1) Reactant: [N:1]1[C:10]2[C:5](=[CH:6][C:7]([C:11]([OH:13])=O)=[CH:8][CH:9]=2)[N:4]=[CH:3][CH:2]=1.S(Cl)([Cl:16])=O. Product: [N:1]1[C:10]2[C:5](=[CH:6][C:7]([C:11]([Cl:16])=[O:13])=[CH:8][CH:9]=2)[N:4]=[CH:3][CH:2]=1. The catalyst class is: 1. (2) Reactant: [OH-].[Na+].[Cl:3][C:4]1[N:9]2[CH:10]=[C:11]([CH2:13][O:14][C:15]3[CH:36]=[CH:35][C:18]([CH2:19][O:20]/[N:21]=[C:22](/[C:29]4[CH:34]=[CH:33][CH:32]=[CH:31][CH:30]=4)\[CH2:23][CH2:24][C:25]([O:27]C)=[O:26])=[CH:17][CH:16]=3)[N:12]=[C:8]2[CH:7]=[CH:6][CH:5]=1.CO.Cl. Product: [Cl:3][C:4]1[N:9]2[CH:10]=[C:11]([CH2:13][O:14][C:15]3[CH:16]=[CH:17][C:18]([CH2:19][O:20]/[N:21]=[C:22](/[C:29]4[CH:34]=[CH:33][CH:32]=[CH:31][CH:30]=4)\[CH2:23][CH2:24][C:25]([OH:27])=[O:26])=[CH:35][CH:36]=3)[N:12]=[C:8]2[CH:7]=[CH:6][CH:5]=1. The catalyst class is: 7. (3) Reactant: [F:1][C:2]1[C:7]([O:8][CH3:9])=[CH:6][C:5]([O:10][CH3:11])=[C:4]([F:12])[C:3]=1[N:13]1[CH2:18][C:17]2[CH:19]=[N:20][C:21]([C:23]3[CH:24]=[CH:25][C:26]([C:29](O)=[O:30])=[N:27][CH:28]=3)=[CH:22][C:16]=2[N:15]([CH2:32][CH3:33])[C:14]1=[O:34].F[P-](F)(F)(F)(F)F.[N:42]1(O[P+](N(C)C)(N(C)C)N(C)C)[C:46]2C=CC=C[C:45]=2N=N1.CCN(CC)CC.C(N)C. Product: [F:12][C:4]1[C:5]([O:10][CH3:11])=[CH:6][C:7]([O:8][CH3:9])=[C:2]([F:1])[C:3]=1[N:13]1[CH2:18][C:17]2[CH:19]=[N:20][C:21]([C:23]3[CH:24]=[CH:25][C:26]([C:29]([NH:42][CH2:46][CH3:45])=[O:30])=[N:27][CH:28]=3)=[CH:22][C:16]=2[N:15]([CH2:32][CH3:33])[C:14]1=[O:34]. The catalyst class is: 121. (4) Reactant: [OH:1][C:2]1[CH:7]=[CH:6][C:5]([C:8]2([CH2:12][C:13]([O:15][CH2:16][CH3:17])=[O:14])[CH2:11][O:10][CH2:9]2)=[CH:4][CH:3]=1.Br[CH2:19][C:20]1[CH:21]=[C:22]([C:26]2[CH:31]=[CH:30][C:29]([C:32]([F:35])([F:34])[F:33])=[CH:28][CH:27]=2)[CH:23]=[CH:24][CH:25]=1.C([O-])([O-])=O.[Cs+].[Cs+]. Product: [F:33][C:32]([F:34])([F:35])[C:29]1[CH:30]=[CH:31][C:26]([C:22]2[CH:23]=[CH:24][CH:25]=[C:20]([CH2:19][O:1][C:2]3[CH:7]=[CH:6][C:5]([C:8]4([CH2:12][C:13]([O:15][CH2:16][CH3:17])=[O:14])[CH2:9][O:10][CH2:11]4)=[CH:4][CH:3]=3)[CH:21]=2)=[CH:27][CH:28]=1. The catalyst class is: 3. (5) Reactant: C(OC(=O)[NH:10][CH2:11][C:12]1[C:16]([C:17]2[CH:18]=[CH:19][C:20]3[N:24]=[CH:23][NH:22][C:21]=3[CH:25]=2)=[C:15]([CH3:26])[O:14][N:13]=1)C1C=CC=CC=1.Br. Product: [NH:22]1[C:21]2[CH:25]=[C:17]([C:16]3[C:12]([CH2:11][NH2:10])=[N:13][O:14][C:15]=3[CH3:26])[CH:18]=[CH:19][C:20]=2[N:24]=[CH:23]1. The catalyst class is: 52. (6) Reactant: [C:1]([O:5][C:6]([N:8]1[CH2:13][CH2:12][CH:11]([CH2:14][CH2:15][N:16]2[CH2:21][CH2:20][N:19]([C:22]3[CH:27]=[CH:26][C:25]([C:28](OCC)=[O:29])=[CH:24][CH:23]=3)[CH2:18][CH2:17]2)[CH2:10][CH2:9]1)=[O:7])([CH3:4])([CH3:3])[CH3:2].O.[NH2:34][NH2:35]. Product: [C:1]([O:5][C:6]([N:8]1[CH2:13][CH2:12][CH:11]([CH2:14][CH2:15][N:16]2[CH2:17][CH2:18][N:19]([C:22]3[CH:27]=[CH:26][C:25]([C:28]([NH:34][NH2:35])=[O:29])=[CH:24][CH:23]=3)[CH2:20][CH2:21]2)[CH2:10][CH2:9]1)=[O:7])([CH3:4])([CH3:3])[CH3:2]. The catalyst class is: 14. (7) Reactant: I([O-])(=O)(=O)=O.C([N+](CCCC)(CCCC)CCCC)CCC.[CH:23]1[CH2:27][CH:26]=[CH:25][CH:24]=1.[C:28]([NH:36][OH:37])(=[O:35])[C:29]1[CH:34]=[CH:33][CH:32]=[CH:31][CH:30]=1.C(OCC)(=O)C. Product: [CH:24]12[CH2:23][CH:27]([CH:26]=[CH:25]1)[N:36]([C:28]([C:29]1[CH:34]=[CH:33][CH:32]=[CH:31][CH:30]=1)=[O:35])[O:37]2. The catalyst class is: 4. (8) Reactant: [CH3:1][C:2]1([CH3:10])[O:9][C:7](=[O:8])[CH2:6][C:4](=[O:5])[O:3]1.[H-].[Na+].Br[CH2:14][C:15]([C:17]1[CH:22]=[CH:21][C:20]([Br:23])=[CH:19][CH:18]=1)=[O:16].Cl. Product: [Br:23][C:20]1[CH:21]=[CH:22][C:17]([C:15](=[O:16])[CH2:14][CH:6]2[C:7](=[O:8])[O:9][C:2]([CH3:10])([CH3:1])[O:3][C:4]2=[O:5])=[CH:18][CH:19]=1. The catalyst class is: 20.